Dataset: Reaction yield outcomes from USPTO patents with 853,638 reactions. Task: Predict the reaction yield, written as a fraction of the theoretical maximum amount of product (1.0 means a 100% yield; for example, 0.34 means a 34% yield). The reactants are [C:1]([C:3]1[CH:8]=[CH:7][C:6]([C:9]2([O:12][CH2:13][C:14]3[CH:19]=[CH:18][CH:17]=[CH:16][CH:15]=3)[CH2:11][CH2:10]2)=[C:5]([CH2:20][CH3:21])[CH:4]=1)#[CH:2].[CH2:22]([O:24][C:25](=[O:33])[C:26]1[CH:31]=[CH:30][C:29](I)=[CH:28][CH:27]=1)[CH3:23]. The catalyst is C(N(CC)CC)C.[Cu]I.Cl[Pd](Cl)([P](C1C=CC=CC=1)(C1C=CC=CC=1)C1C=CC=CC=1)[P](C1C=CC=CC=1)(C1C=CC=CC=1)C1C=CC=CC=1. The product is [CH2:13]([O:12][C:9]1([C:6]2[CH:7]=[CH:8][C:3]([C:1]#[C:2][C:29]3[CH:30]=[CH:31][C:26]([C:25]([O:24][CH2:22][CH3:23])=[O:33])=[CH:27][CH:28]=3)=[CH:4][C:5]=2[CH2:20][CH3:21])[CH2:11][CH2:10]1)[C:14]1[CH:15]=[CH:16][CH:17]=[CH:18][CH:19]=1. The yield is 0.720.